This data is from Forward reaction prediction with 1.9M reactions from USPTO patents (1976-2016). The task is: Predict the product of the given reaction. (1) Given the reactants C(OC(=O)[NH:7][C:8]1[S:9][CH:10]=[C:11]([CH2:13][S:14][C:15]2[CH:20]=[CH:19][C:18]([Cl:21])=[CH:17][C:16]=2[NH:22][S:23]([C:26]2[O:27][C:28]3[CH:34]=[CH:33][CH:32]=[CH:31][C:29]=3[CH:30]=2)(=[O:25])=[O:24])[N:12]=1)(C)(C)C.C(O)(C(F)(F)F)=O, predict the reaction product. The product is: [NH2:7][C:8]1[S:9][CH:10]=[C:11]([CH2:13][S:14][C:15]2[CH:20]=[CH:19][C:18]([Cl:21])=[CH:17][C:16]=2[NH:22][S:23]([C:26]2[O:27][C:28]3[CH:34]=[CH:33][CH:32]=[CH:31][C:29]=3[CH:30]=2)(=[O:25])=[O:24])[N:12]=1. (2) Given the reactants C([O:5][C:6](=[O:60])[C:7]([F:59])([F:58])[O:8][C:9]1[CH:57]=[CH:56][C:12]([CH2:13][C:14]([C:46]2[CH:55]=[CH:54][C:49]([C:50]([O:52][CH3:53])=[O:51])=[CH:48][CH:47]=2)([CH2:24][C:25]2[CH:30]=[CH:29][C:28]([C:31]([P:34]([O:41]C(C)(C)C)([O:36]C(C)(C)C)=[O:35])([F:33])[F:32])=[CH:27][CH:26]=2)[C:15]([C:17]2[CH:22]=[CH:21][C:20]([F:23])=[CH:19][CH:18]=2)=[O:16])=[CH:11][CH:10]=1)(C)(C)C.C(O)(C(F)(F)F)=O.C(Cl)Cl, predict the reaction product. The product is: [F:33][C:31]([F:32])([P:34]([OH:36])([OH:41])=[O:35])[C:28]1[CH:29]=[CH:30][C:25]([CH2:24][C:14]([C:46]2[CH:55]=[CH:54][C:49]([C:50]([O:52][CH3:53])=[O:51])=[CH:48][CH:47]=2)([C:15]([C:17]2[CH:22]=[CH:21][C:20]([F:23])=[CH:19][CH:18]=2)=[O:16])[CH2:13][C:12]2[CH:56]=[CH:57][C:9]([O:8][C:7]([F:59])([F:58])[C:6]([OH:60])=[O:5])=[CH:10][CH:11]=2)=[CH:26][CH:27]=1. (3) Given the reactants [O:1]1[CH:5]=[CH:4][CH:3]=[C:2]1[C:6]1[O:7][C:8]([CH3:38])=[C:9]([CH2:11][O:12][C:13]2[CH:35]=[CH:34][C:16]([CH2:17][O:18][C:19]3[CH:23]=[C:22]([C:24](OC)=[O:25])[N:21]([C:28]4[CH:33]=[CH:32][CH:31]=[CH:30][CH:29]=4)[N:20]=3)=[CH:15][C:14]=2[O:36][CH3:37])[N:10]=1.[H-].[Li+].[Al+3].[H-].[H-].[H-].O.O.O.O.O.O.O.O.O.O.[O-]S([O-])(=O)=O.[Na+].[Na+], predict the reaction product. The product is: [O:1]1[CH:5]=[CH:4][CH:3]=[C:2]1[C:6]1[O:7][C:8]([CH3:38])=[C:9]([CH2:11][O:12][C:13]2[CH:35]=[CH:34][C:16]([CH2:17][O:18][C:19]3[CH:23]=[C:22]([CH2:24][OH:25])[N:21]([C:28]4[CH:29]=[CH:30][CH:31]=[CH:32][CH:33]=4)[N:20]=3)=[CH:15][C:14]=2[O:36][CH3:37])[N:10]=1. (4) Given the reactants C1(S([N:10]2[C:14]3[N:15]=[CH:16][N:17]=[C:18]([N:19]4[CH2:24][CH2:23][CH2:22][CH2:21][CH2:20]4)[C:13]=3[C:12]([C:25]#[C:26][Si](CC)(CC)CC)=[CH:11]2)(=O)=O)C=CC=CC=1.[F-].C([N+](CCCC)(CCCC)CCCC)CCC.CO.[OH-].[K+], predict the reaction product. The product is: [C:25]([C:12]1[C:13]2[C:18]([N:19]3[CH2:24][CH2:23][CH2:22][CH2:21][CH2:20]3)=[N:17][CH:16]=[N:15][C:14]=2[NH:10][CH:11]=1)#[CH:26].